Regression. Given two drug SMILES strings and cell line genomic features, predict the synergy score measuring deviation from expected non-interaction effect. From a dataset of NCI-60 drug combinations with 297,098 pairs across 59 cell lines. (1) Drug 1: C1=NC2=C(N=C(N=C2N1C3C(C(C(O3)CO)O)O)F)N. Drug 2: CCC(=C(C1=CC=CC=C1)C2=CC=C(C=C2)OCCN(C)C)C3=CC=CC=C3.C(C(=O)O)C(CC(=O)O)(C(=O)O)O. Cell line: MOLT-4. Synergy scores: CSS=32.7, Synergy_ZIP=1.54, Synergy_Bliss=5.05, Synergy_Loewe=-20.8, Synergy_HSA=0.121. (2) Drug 1: C1CCN(CC1)CCOC2=CC=C(C=C2)C(=O)C3=C(SC4=C3C=CC(=C4)O)C5=CC=C(C=C5)O. Drug 2: C1C(C(OC1N2C=NC3=C(N=C(N=C32)Cl)N)CO)O. Cell line: UO-31. Synergy scores: CSS=7.08, Synergy_ZIP=2.62, Synergy_Bliss=-1.21, Synergy_Loewe=0.478, Synergy_HSA=0.415. (3) Drug 1: CC1=C2C(C(=O)C3(C(CC4C(C3C(C(C2(C)C)(CC1OC(=O)C(C(C5=CC=CC=C5)NC(=O)OC(C)(C)C)O)O)OC(=O)C6=CC=CC=C6)(CO4)OC(=O)C)OC)C)OC. Drug 2: C1=NC(=NC(=O)N1C2C(C(C(O2)CO)O)O)N. Cell line: UO-31. Synergy scores: CSS=44.8, Synergy_ZIP=3.70, Synergy_Bliss=4.21, Synergy_Loewe=-13.1, Synergy_HSA=5.47. (4) Drug 1: CS(=O)(=O)CCNCC1=CC=C(O1)C2=CC3=C(C=C2)N=CN=C3NC4=CC(=C(C=C4)OCC5=CC(=CC=C5)F)Cl. Drug 2: CN(CC1=CN=C2C(=N1)C(=NC(=N2)N)N)C3=CC=C(C=C3)C(=O)NC(CCC(=O)O)C(=O)O. Cell line: SNB-75. Synergy scores: CSS=12.3, Synergy_ZIP=-8.52, Synergy_Bliss=-2.63, Synergy_Loewe=-9.84, Synergy_HSA=-0.442.